This data is from Reaction yield outcomes from USPTO patents with 853,638 reactions. The task is: Predict the reaction yield, written as a fraction of the theoretical maximum amount of product (1.0 means a 100% yield; for example, 0.34 means a 34% yield). (1) The reactants are [H-].[Na+].[NH:3]1[CH:7]=[C:6]([CH:8]=[O:9])[N:5]=[CH:4]1.I[CH2:11][CH2:12][CH3:13]. The catalyst is C1COCC1. The product is [CH2:11]([N:3]1[CH:7]=[C:6]([CH:8]=[O:9])[N:5]=[CH:4]1)[CH2:12][CH3:13]. The yield is 0.580. (2) The reactants are [Br:1][C:2]1[CH:3]=[C:4]([CH:6]=[CH:7][C:8]=1[O:9][C:10]([F:13])([F:12])[F:11])[NH2:5].[C:14]([O:18][C:19](O[C:19]([O:18][C:14]([CH3:17])([CH3:16])[CH3:15])=[O:20])=[O:20])([CH3:17])([CH3:16])[CH3:15]. The catalyst is O1CCOCC1. The product is [C:14]([O:18][C:19](=[O:20])[NH:5][C:4]1[CH:6]=[CH:7][C:8]([O:9][C:10]([F:11])([F:12])[F:13])=[C:2]([Br:1])[CH:3]=1)([CH3:17])([CH3:16])[CH3:15]. The yield is 0.610.